Dataset: Reaction yield outcomes from USPTO patents with 853,638 reactions. Task: Predict the reaction yield, written as a fraction of the theoretical maximum amount of product (1.0 means a 100% yield; for example, 0.34 means a 34% yield). (1) The reactants are [CH:1]1([CH2:7][N:8]2[C:13](=[O:14])[C:12]([C:15]([NH:17][CH2:18][C:19]([O:21]CC)=[O:20])=[O:16])=[C:11]([OH:24])[C:10]([C:25](OC)=[O:26])=[C:9]2[OH:29])[CH2:6][CH2:5][CH2:4][CH2:3][CH2:2]1.C(N(CC)C(C)C)(C)C.Cl.[CH:40]1([CH2:43][CH2:44][NH2:45])[CH2:42][CH2:41]1. The catalyst is C(Cl)(Cl)Cl. The product is [CH:1]1([CH2:7][N:8]2[C:9]([OH:29])=[C:10]([C:25]([NH:45][CH2:44][CH2:43][CH:40]3[CH2:42][CH2:41]3)=[O:26])[C:11]([OH:24])=[C:12]([C:15]([NH:17][CH2:18][C:19]([OH:21])=[O:20])=[O:16])[C:13]2=[O:14])[CH2:6][CH2:5][CH2:4][CH2:3][CH2:2]1. The yield is 0.368. (2) The reactants are [CH2:1]([NH:4][C:5]1[N:10]=[C:9]([NH:11][CH2:12][CH2:13][CH3:14])[N:8]=[C:7]([N:15]([CH3:20])[O:16][CH2:17][C:18]#[CH:19])[N:6]=1)[CH2:2][CH3:3].[ClH:21].C(OCC)C.Cl.C(NC1N=C(NCCC)N=C(N(CC#C)OC)N=1)CC. No catalyst specified. The product is [ClH:21].[CH2:1]([NH:4][C:5]1[N:10]=[C:9]([NH:11][CH2:12][CH2:13][CH3:14])[N:8]=[C:7]([N:15]([CH3:20])[O:16][CH2:17][C:18]#[CH:19])[N:6]=1)[CH2:2][CH3:3]. The yield is 1.00. (3) The reactants are [CH3:1][N:2]([CH:10]1[CH2:15][CH2:14][N:13]([CH3:16])[CH2:12][CH2:11]1)[C:3]1[CH:8]=[CH:7][CH:6]=[C:5]([NH2:9])[N:4]=1.[F:17][C:18]1[CH:26]=[CH:25][C:21]([C:22]([Cl:24])=[O:23])=[CH:20][CH:19]=1. No catalyst specified. The product is [ClH:24].[F:17][C:18]1[CH:26]=[CH:25][C:21]([C:22]([NH:9][C:5]2[CH:6]=[CH:7][CH:8]=[C:3]([N:2]([CH3:1])[CH:10]3[CH2:15][CH2:14][N:13]([CH3:16])[CH2:12][CH2:11]3)[N:4]=2)=[O:23])=[CH:20][CH:19]=1. The yield is 0.900.